Dataset: Forward reaction prediction with 1.9M reactions from USPTO patents (1976-2016). Task: Predict the product of the given reaction. (1) The product is: [NH:8]1[CH2:9][CH:10]([CH2:12][C:13]2[N:14]([CH3:40])[C:15]3[C:20]([N:21]=2)=[C:19]([N:22]2[CH2:27][CH2:26][O:25][CH2:24][CH2:23]2)[N:18]=[C:17]([N:28]2[C:32]4[CH:33]=[CH:34][CH:35]=[CH:36][C:31]=4[N:30]=[C:29]2[CH:37]([CH3:38])[CH3:39])[N:16]=3)[CH2:11]1. Given the reactants C(OC([N:8]1[CH2:11][CH:10]([CH2:12][C:13]2[N:14]([CH3:40])[C:15]3[C:20]([N:21]=2)=[C:19]([N:22]2[CH2:27][CH2:26][O:25][CH2:24][CH2:23]2)[N:18]=[C:17]([N:28]2[C:32]4[CH:33]=[CH:34][CH:35]=[CH:36][C:31]=4[N:30]=[C:29]2[CH:37]([CH3:39])[CH3:38])[N:16]=3)[CH2:9]1)=O)(C)(C)C.C(O)(C(F)(F)F)=O, predict the reaction product. (2) Given the reactants Br[CH2:2][C:3]([O:5][CH3:6])=[O:4].[OH:7][C:8]1[CH:13]=[CH:12][C:11]([C:14]([C:23]2[CH:28]=[CH:27][C:26]([OH:29])=[CH:25][CH:24]=2)([C:16]2[CH:21]=[CH:20][C:19]([OH:22])=[CH:18][CH:17]=2)[CH3:15])=[CH:10][CH:9]=1, predict the reaction product. The product is: [OH:7][C:8]1[CH:13]=[CH:12][C:11]([C:14]([C:16]2[CH:17]=[CH:18][C:19]([OH:22])=[CH:20][CH:21]=2)([C:23]2[CH:28]=[CH:27][C:26]([O:29][CH2:2][C:3]([O:5][CH3:6])=[O:4])=[CH:25][CH:24]=2)[CH3:15])=[CH:10][CH:9]=1. (3) Given the reactants [CH2:1]([N:5]1[C:10]([Cl:11])=[CH:9][C:8](=[O:12])[NH:7][C:6]1=[O:13])[CH2:2][CH2:3][CH3:4].C(=O)([O-])[O-].[K+].[K+].[F:20][C:21]1[CH:28]=[CH:27][CH:26]=[CH:25][C:22]=1[CH2:23]Br, predict the reaction product. The product is: [CH2:1]([N:5]1[C:10]([Cl:11])=[CH:9][C:8](=[O:12])[N:7]([CH2:23][C:22]2[CH:25]=[CH:26][CH:27]=[CH:28][C:21]=2[F:20])[C:6]1=[O:13])[CH2:2][CH2:3][CH3:4]. (4) The product is: [N:14]([CH2:2][C@@H:3]([OH:13])[CH2:4][O:5][C:6]1[CH:11]=[CH:10][C:9]([F:12])=[CH:8][CH:7]=1)=[N+:15]=[N-:16]. Given the reactants Cl[CH2:2][C@@H:3]([OH:13])[CH2:4][O:5][C:6]1[CH:11]=[CH:10][C:9]([F:12])=[CH:8][CH:7]=1.[N-:14]=[N+:15]=[N-:16].[Na+].CS(C)=O, predict the reaction product. (5) The product is: [CH2:30]([O:29][C:27](=[O:28])[CH:32]=[CH:33][C:4]1[C:3]([O:2][CH3:1])=[CH:16][C:15]2[CH:14]3[CH:9]([CH2:10][CH2:11][CH2:12][CH2:13]3)[CH:8]([C:17]3[CH:18]=[CH:19][C:20]([O:23][CH3:24])=[CH:21][CH:22]=3)[CH2:7][C:6]=2[CH:5]=1)[CH3:31]. Given the reactants [CH3:1][O:2][C:3]1[C:4](C=O)=[CH:5][C:6]2[CH2:7][CH:8]([C:17]3[CH:22]=[CH:21][C:20]([O:23][CH3:24])=[CH:19][CH:18]=3)[CH:9]3[CH:14]([C:15]=2[CH:16]=1)[CH2:13][CH2:12][CH2:11][CH2:10]3.[C:27]([C:32]1C=CC=C[C:33]=1P(=C)(C1C=CC=CC=1)C1C=CC=CC=1)([O:29][CH2:30][CH3:31])=[O:28].C(OCC)C, predict the reaction product. (6) Given the reactants [C:1]([O:5][C:6](=[O:19])[NH:7][C@H:8]([C:12]1[CH:13]=[N:14][CH:15]=[C:16](Br)[CH:17]=1)[CH2:9][CH:10]=[CH2:11])([CH3:4])([CH3:3])[CH3:2].[F:20][CH:21]([F:30])[N:22]1[CH:26]=[C:25]([N+:27]([O-:29])=[O:28])[CH:24]=[N:23]1.C12(P(C34CC5CC(CC(C5)C3)C4)CCCC)CC3CC(CC(C3)C1)C2.C([O-])([O-])=O.[K+].[K+].C(O)(=O)C(C)(C)C, predict the reaction product. The product is: [C:1]([O:5][C:6](=[O:19])[NH:7][C@H:8]([C:12]1[CH:13]=[N:14][CH:15]=[C:16]([C:26]2[N:22]([CH:21]([F:20])[F:30])[N:23]=[CH:24][C:25]=2[N+:27]([O-:29])=[O:28])[CH:17]=1)[CH2:9][CH:10]=[CH2:11])([CH3:4])([CH3:3])[CH3:2].